From a dataset of Reaction yield outcomes from USPTO patents with 853,638 reactions. Predict the reaction yield, written as a fraction of the theoretical maximum amount of product (1.0 means a 100% yield; for example, 0.34 means a 34% yield). (1) The reactants are [O:1]([C:3]1[CH:4]=[CH:5][C:6]2[N:10]=[N:9][NH:8][C:7]=2[CH:11]=1)[CH3:2].[OH-].[Na+].[Cl:14][CH2:15][CH2:16][CH2:17]Br. The catalyst is [Br-].C([N+](CCCC)(CCCC)CCCC)CCC. The product is [Cl:14][CH2:15][CH2:16][CH2:17][N:8]1[C:7]2[CH:11]=[C:3]([O:1][CH3:2])[CH:4]=[CH:5][C:6]=2[N:10]=[N:9]1. The yield is 0.341. (2) The reactants are Br[CH2:2][CH2:3][CH2:4][CH:5]=[CH2:6].[CH:7]1([NH2:10])[CH2:9][CH2:8]1. The yield is 0.600. The product is [CH2:2]([NH:10][CH:7]1[CH2:9][CH2:8]1)[CH2:3][CH2:4][CH:5]=[CH2:6]. The catalyst is CO. (3) The reactants are [CH3:1][O:2][C:3]1[CH:4]=[C:5]2[C:9](=[CH:10][C:11]=1[O:12][CH3:13])[NH:8][C:7]1[N:14]=[CH:15][NH:16][C:17](=O)[C:6]2=1.O=P(Cl)(Cl)[Cl:21]. The catalyst is O1CCOCC1. The product is [Cl:21][C:17]1[CH:6]2[CH:7]([NH:8][C:9]3[C:5]2=[CH:4][C:3]([O:2][CH3:1])=[C:11]([O:12][CH3:13])[CH:10]=3)[N:14]=[CH:15][N:16]=1. The yield is 7.73.